This data is from Reaction yield outcomes from USPTO patents with 853,638 reactions. The task is: Predict the reaction yield, written as a fraction of the theoretical maximum amount of product (1.0 means a 100% yield; for example, 0.34 means a 34% yield). (1) The reactants are OC(C(F)(F)F)=O.[NH2:8][CH2:9][CH2:10][C:11]1[O:15][C:14]([C@@H:16]2[CH2:22][CH2:21][C@@H:20]3[CH2:23][N:17]2[C:18](=[O:32])[N:19]3[O:24][CH2:25][C:26]2[CH:31]=[CH:30][CH:29]=[CH:28][CH:27]=2)=[N:13][N:12]=1.[C:33]([O:37][C:38]([NH:40][C:41](=[N:47][C:48](=[O:54])[O:49][C:50]([CH3:53])([CH3:52])[CH3:51])N1C=CC=N1)=[O:39])([CH3:36])([CH3:35])[CH3:34]. The catalyst is CO. The product is [C:50]([O:49][C:48]([N:47]=[C:41]([NH:40][C:38]([O:37][C:33]([CH3:36])([CH3:35])[CH3:34])=[O:39])[NH:8][CH2:9][CH2:10][C:11]1[O:15][C:14]([C@@H:16]2[CH2:22][CH2:21][C@@H:20]3[CH2:23][N:17]2[C:18](=[O:32])[N:19]3[O:24][CH2:25][C:26]2[CH:31]=[CH:30][CH:29]=[CH:28][CH:27]=2)=[N:13][N:12]=1)=[O:54])([CH3:53])([CH3:52])[CH3:51]. The yield is 0.700. (2) The reactants are [CH3:1][S:2]([C:5]1[CH:31]=[CH:30][C:8]([CH2:9][O:10][C:11]2[CH:16]=[CH:15][C:14]([C:17]3[CH2:18][CH2:19][N:20]([C:23]([O:25][C:26]([CH3:29])([CH3:28])[CH3:27])=[O:24])[CH2:21][CH:22]=3)=[CH:13][N:12]=2)=[CH:7][CH:6]=1)(=[O:4])=[O:3]. The catalyst is CO.[Pt].[C]. The product is [CH3:1][S:2]([C:5]1[CH:6]=[CH:7][C:8]([CH2:9][O:10][C:11]2[CH:16]=[CH:15][C:14]([CH:17]3[CH2:22][CH2:21][N:20]([C:23]([O:25][C:26]([CH3:27])([CH3:29])[CH3:28])=[O:24])[CH2:19][CH2:18]3)=[CH:13][N:12]=2)=[CH:30][CH:31]=1)(=[O:3])=[O:4]. The yield is 0.510.